Predict the reaction yield, written as a fraction of the theoretical maximum amount of product (1.0 means a 100% yield; for example, 0.34 means a 34% yield). From a dataset of Reaction yield outcomes from USPTO patents with 853,638 reactions. (1) The reactants are [Cl:1][C:2]1[CH:3]=[C:4]([C:8]2[CH:9]=[C:10]3[C:15](=[O:16])[NH:14][CH2:13][CH:12]([CH2:17][C:18]([O:20][CH2:21][CH3:22])=[O:19])[N:11]3[CH:23]=2)[CH:5]=[CH:6][CH:7]=1.[I:24]I. The catalyst is C(Cl)Cl. The product is [Cl:1][C:2]1[CH:3]=[C:4]([C:8]2[CH:9]=[C:10]3[C:15](=[O:16])[NH:14][CH2:13][CH:12]([CH2:17][C:18]([O:20][CH2:21][CH3:22])=[O:19])[N:11]3[C:23]=2[I:24])[CH:5]=[CH:6][CH:7]=1. The yield is 0.590. (2) The reactants are [CH:1]([O:4][C:5]1([C:8]2[CH:13]=[CH:12][C:11]([C:14]#[C:15][C:16]3[CH:26]=[CH:25][C:19]([C:20]([O:22][CH2:23][CH3:24])=[O:21])=[CH:18][CH:17]=3)=[CH:10][CH:9]=2)[CH2:7][CH2:6]1)([CH3:3])C.C(OC(=O)[C:31]1[CH:36]=[CH:35]C(I)=[CH:33][CH:32]=1)C. The catalyst is C(N(CC)CC)C.[Cu]I.Cl[Pd](Cl)([P](C1C=CC=CC=1)(C1C=CC=CC=1)C1C=CC=CC=1)[P](C1C=CC=CC=1)(C1C=CC=CC=1)C1C=CC=CC=1. The product is [CH2:1]([O:4][C:5]1([C:8]2[CH:9]=[CH:10][C:11]([C:14]#[C:15][C:16]3[CH:26]=[CH:25][C:19]([C:20]([O:22][CH2:23][CH3:24])=[O:21])=[CH:18][CH:17]=3)=[CH:12][CH:13]=2)[CH2:7][CH2:6]1)[C:3]1[CH:35]=[CH:36][CH:31]=[CH:32][CH:33]=1. The yield is 0.910.